From a dataset of Full USPTO retrosynthesis dataset with 1.9M reactions from patents (1976-2016). Predict the reactants needed to synthesize the given product. Given the product [CH3:12][C:11]1([CH3:13])[CH2:10][C:4]2[C:5]([CH3:9])=[CH:6][C:7]([CH3:8])=[C:2]([CH3:1])[C:3]=2[O:14]1, predict the reactants needed to synthesize it. The reactants are: [CH3:1][C:2]1[C:7]([CH3:8])=[CH:6][C:5]([CH3:9])=[C:4]([CH2:10][C:11]([CH3:13])=[CH2:12])[C:3]=1[OH:14].O.C1(C)C=CC(S(O)(=O)=O)=CC=1.[OH-].[Na+].